This data is from Tox21: 12 toxicity assays (nuclear receptors and stress response pathways). The task is: Binary classification across 12 toxicity assays. (1) The drug is c1ccc2cc3ccccc3cc2c1. It tested positive (active) for: SR-MMP (Mitochondrial Membrane Potential disruption). (2) The compound is CN(C)C(C)(C)CO. It tested positive (active) for: NR-ER (Estrogen Receptor agonist activity). (3) The molecule is Cc1ccccc1C(=O)Nc1ccc(C(=O)N2CCCC(O)c3cc(Cl)ccc32)c(C)c1. It tested positive (active) for: SR-MMP (Mitochondrial Membrane Potential disruption). (4) The compound is O=S(=O)(c1ccc(Cl)cc1)c1ccc(Cl)cc1. It tested positive (active) for: SR-MMP (Mitochondrial Membrane Potential disruption). (5) The compound is CCCCCCCCCC(=O)O[C@H]1CC[C@H]2[C@@H]3CCC4=CC(=O)CC[C@]4(C)[C@H]3CC[C@]12C. It tested positive (active) for: NR-AR (Androgen Receptor agonist activity), NR-AR-LBD (Androgen Receptor Ligand Binding Domain agonist), NR-ER (Estrogen Receptor agonist activity), and NR-ER-LBD (Estrogen Receptor Ligand Binding Domain agonist). (6) The molecule is CCOC(=O)/C=C(C)/C=C/C[C@@H](C)CCCC(C)C. It tested positive (active) for: SR-HSE (Heat Shock Element response). (7) The drug is CC(C)NCC(O)c1ccc(O)c(O)c1. It tested positive (active) for: NR-AhR (Aryl hydrocarbon Receptor agonist activity). (8) The drug is N=c1ccn2c(n1)O[C@H]1[C@H](O)[C@@H](CO)O[C@H]12. It tested positive (active) for: SR-p53 (p53 tumor suppressor activation). (9) The drug is N=C(NN=Cc1ccc(Cl)cc1)NN=Cc1ccc(Cl)cc1. It tested positive (active) for: NR-AhR (Aryl hydrocarbon Receptor agonist activity).